From a dataset of Full USPTO retrosynthesis dataset with 1.9M reactions from patents (1976-2016). Predict the reactants needed to synthesize the given product. (1) Given the product [O:1]1[CH:5]=[CH:4][C:3]([NH:6][CH2:15][C@@H:16]2[O:20][C:19](=[O:21])[N:18]([C:22]3[CH:27]=[CH:26][C:25]([C:28]4[CH2:33][CH2:32][N:31]([CH:34]=[O:35])[CH2:30][CH:29]=4)=[C:24]([F:36])[CH:23]=3)[CH2:17]2)=[N:2]1, predict the reactants needed to synthesize it. The reactants are: [O:1]1[CH:5]=[CH:4][C:3]([N:6]([CH2:15][C@@H:16]2[O:20][C:19](=[O:21])[N:18]([C:22]3[CH:27]=[CH:26][C:25]([C:28]4[CH2:33][CH2:32][N:31]([CH:34]=[O:35])[CH2:30][CH:29]=4)=[C:24]([F:36])[CH:23]=3)[CH2:17]2)C(OCC(Cl)(Cl)Cl)=O)=[N:2]1. (2) Given the product [CH3:17][O:18][CH:19]1[CH2:23][CH2:22][N:21]([C:2]2[C:7]([CH:8]=[CH:9][C:10]([OH:12])=[O:11])=[CH:6][CH:5]=[C:4]([C:13]([F:16])([F:15])[F:14])[N:3]=2)[CH2:20]1, predict the reactants needed to synthesize it. The reactants are: Cl[C:2]1[C:7]([CH:8]=[CH:9][C:10]([OH:12])=[O:11])=[CH:6][CH:5]=[C:4]([C:13]([F:16])([F:15])[F:14])[N:3]=1.[CH3:17][O:18][CH:19]1[CH2:23][CH2:22][NH:21][CH2:20]1.CN(C=O)C. (3) Given the product [CH2:4]([O:25][C:24](=[O:27])[C:15]1[CH:16]=[CH:17][C:18]([C:21](=[NH:22])[N:2]([CH3:3])[CH3:1])=[CH:19][CH:20]=1)[CH3:5], predict the reactants needed to synthesize it. The reactants are: [CH3:1][NH:2][CH3:3].[CH2:4]([Li])[CH2:5]CCCC.C(OC(=O)[C:15]1[CH:20]=[CH:19][C:18]([C:21]#[N:22])=[CH:17][CH:16]=1)C.[C:24](=[O:27])(O)[O-:25].[Na+]. (4) Given the product [Cl:1][C:2]1[CH:10]=[C:9]2[C:5]([C:6]([C:11]([N:13]3[CH2:18][CH2:17][C:16]4([C:22]5[CH:23]=[CH:24][CH:25]=[CH:26][C:21]=5[C:20](=[O:27])[O:19]4)[CH2:15][CH2:14]3)=[O:12])=[CH:7][N:8]2[CH2:29][C:30]2([CH2:33][O:34][CH3:35])[CH2:32][CH2:31]2)=[CH:4][CH:3]=1, predict the reactants needed to synthesize it. The reactants are: [Cl:1][C:2]1[CH:10]=[C:9]2[C:5]([C:6]([C:11]([N:13]3[CH2:18][CH2:17][C:16]4([C:22]5[CH:23]=[CH:24][CH:25]=[CH:26][C:21]=5[C:20](=[O:27])[O:19]4)[CH2:15][CH2:14]3)=[O:12])=[CH:7][NH:8]2)=[CH:4][CH:3]=1.Br[CH2:29][C:30]1([CH2:33][O:34][CH3:35])[CH2:32][CH2:31]1. (5) The reactants are: [Na+].[Cl-].C[O:4][C:5]1[CH:6]=[CH:7][C:8]([CH2:12][CH2:13][CH2:14][C:15]2[CH:16]=[CH:17][C:18]([OH:21])=[CH:19][CH:20]=2)=[C:9]([OH:11])[CH:10]=1. Given the product [OH:4][C:5]1[CH:10]=[C:9]2[C:8]([CH2:12][CH2:13][C@@H:14]([C:15]3[CH:16]=[CH:17][C:18]([OH:21])=[CH:19][CH:20]=3)[O:11]2)=[CH:7][CH:6]=1, predict the reactants needed to synthesize it. (6) Given the product [F:10][C:11]1[CH:16]=[C:15]([F:17])[CH:14]=[CH:13][C:12]=1[C@:18]12[CH2:27][O:26][C@@H:25]([CH:28]3[CH2:29][CH2:30][C:31]([CH3:33])([CH3:32])[O:34]3)[CH2:24][C@H:23]1[CH2:22][S:21][C:20]([NH:35][C:36](=[O:43])[C:37]1[CH:42]=[CH:41][CH:40]=[CH:39][CH:38]=1)=[N:19]2, predict the reactants needed to synthesize it. The reactants are: B(F)(F)F.CCOCC.[F:10][C:11]1[CH:16]=[C:15]([F:17])[CH:14]=[CH:13][C:12]=1[C@:18]12[CH2:27][O:26][C@@H:25]([CH:28]([OH:34])[CH2:29][CH2:30][C:31]([CH3:33])=[CH2:32])[CH2:24][C@H:23]1[CH2:22][S:21][C:20]([NH:35][C:36](=[O:43])[C:37]1[CH:42]=[CH:41][CH:40]=[CH:39][CH:38]=1)=[N:19]2. (7) Given the product [F:12][C:9]([F:10])([F:11])[C:7]1[CH:6]=[C:5]([C@H:13]([O:15][C@H:16]2[CH2:20][N:19]([C:21]([O:23][C:24]([CH3:25])([CH3:26])[CH3:27])=[O:22])[C@@H:18]([CH2:28][CH2:29][C:30]([O:32][C:33]([CH3:34])([CH3:35])[CH3:36])=[O:31])[C@@H:17]2[C:37]2[CH:42]=[CH:41][C:40]([F:43])=[CH:39][CH:38]=2)[CH3:14])[CH:4]=[C:3]([C:2]([F:1])([F:45])[F:44])[CH:8]=1, predict the reactants needed to synthesize it. The reactants are: [F:1][C:2]([F:45])([F:44])[C:3]1[CH:4]=[C:5]([C@H:13]([O:15][C@H:16]2[CH2:20][N:19]([C:21]([O:23][C:24]([CH3:27])([CH3:26])[CH3:25])=[O:22])[C@@H:18](/[CH:28]=[CH:29]/[C:30]([O:32][C:33]([CH3:36])([CH3:35])[CH3:34])=[O:31])[C@@H:17]2[C:37]2[CH:42]=[CH:41][C:40]([F:43])=[CH:39][CH:38]=2)[CH3:14])[CH:6]=[C:7]([C:9]([F:12])([F:11])[F:10])[CH:8]=1. (8) Given the product [ClH:32].[NH2:1][CH2:2][CH:3]([C:5]1[CH:6]=[CH:7][C:8]([C:11]2[C:12]3[C:13]4[CH:26]=[CH:25][S:24][C:14]=4[C:15](=[O:23])[NH:16][C:17]=3[CH:18]=[CH:19][C:20]=2[OH:21])=[CH:9][CH:10]=1)[CH3:4], predict the reactants needed to synthesize it. The reactants are: [NH2:1][CH2:2][CH:3]([C:5]1[CH:10]=[CH:9][C:8]([C:11]2[C:12]3[C:13]4[CH:26]=[CH:25][S:24][C:14]=4[C:15](=[O:23])[NH:16][C:17]=3[CH:18]=[CH:19][C:20]=2[O:21]C)=[CH:7][CH:6]=1)[CH3:4].B(Br)(Br)Br.C(Cl)[Cl:32]. (9) Given the product [CH3:1][N:2]1[C:7](=[O:8])[C:6]2[C:22]([OH:24])=[CH:21][C:20](=[O:28])[N:9]([CH3:10])[C:5]=2[N:4]([C:11]2[CH:16]=[CH:15][C:14]([I:17])=[CH:13][C:12]=2[F:18])[C:3]1=[O:19], predict the reactants needed to synthesize it. The reactants are: [CH3:1][N:2]1[C:7](=[O:8])[CH:6]=[C:5]([NH:9][CH3:10])[N:4]([C:11]2[CH:16]=[CH:15][C:14]([I:17])=[CH:13][C:12]=2[F:18])[C:3]1=[O:19].[C:20]([O:28]CC)(=O)[CH2:21][C:22]([O:24]CC)=O.